Dataset: NCI-60 drug combinations with 297,098 pairs across 59 cell lines. Task: Regression. Given two drug SMILES strings and cell line genomic features, predict the synergy score measuring deviation from expected non-interaction effect. (1) Drug 1: C1=C(C(=O)NC(=O)N1)N(CCCl)CCCl. Drug 2: CC1C(C(CC(O1)OC2CC(OC(C2O)C)OC3=CC4=CC5=C(C(=O)C(C(C5)C(C(=O)C(C(C)O)O)OC)OC6CC(C(C(O6)C)O)OC7CC(C(C(O7)C)O)OC8CC(C(C(O8)C)O)(C)O)C(=C4C(=C3C)O)O)O)O. Cell line: SW-620. Synergy scores: CSS=36.8, Synergy_ZIP=8.19, Synergy_Bliss=7.85, Synergy_Loewe=6.28, Synergy_HSA=6.61. (2) Drug 1: C1=CC(=CC=C1CC(C(=O)O)N)N(CCCl)CCCl.Cl. Drug 2: CC1=C(C(CCC1)(C)C)C=CC(=CC=CC(=CC(=O)O)C)C. Cell line: UACC62. Synergy scores: CSS=10.9, Synergy_ZIP=-6.59, Synergy_Bliss=-3.03, Synergy_Loewe=-1.02, Synergy_HSA=-0.924. (3) Drug 1: CC(C1=C(C=CC(=C1Cl)F)Cl)OC2=C(N=CC(=C2)C3=CN(N=C3)C4CCNCC4)N. Drug 2: C1=NC2=C(N1)C(=S)N=C(N2)N. Cell line: CAKI-1. Synergy scores: CSS=48.3, Synergy_ZIP=-3.29, Synergy_Bliss=-2.45, Synergy_Loewe=0.967, Synergy_HSA=1.33. (4) Drug 1: C1CCN(CC1)CCOC2=CC=C(C=C2)C(=O)C3=C(SC4=C3C=CC(=C4)O)C5=CC=C(C=C5)O. Drug 2: CN1C(=O)N2C=NC(=C2N=N1)C(=O)N. Cell line: HCT-15. Synergy scores: CSS=3.31, Synergy_ZIP=3.00, Synergy_Bliss=4.01, Synergy_Loewe=-0.451, Synergy_HSA=1.01. (5) Drug 1: C1CNP(=O)(OC1)N(CCCl)CCCl. Drug 2: C1C(C(OC1N2C=NC(=NC2=O)N)CO)O. Cell line: HT29. Synergy scores: CSS=2.17, Synergy_ZIP=-1.31, Synergy_Bliss=0.0260, Synergy_Loewe=-3.44, Synergy_HSA=-2.54. (6) Drug 1: CC1=C2C(C(=O)C3(C(CC4C(C3C(C(C2(C)C)(CC1OC(=O)C(C(C5=CC=CC=C5)NC(=O)C6=CC=CC=C6)O)O)OC(=O)C7=CC=CC=C7)(CO4)OC(=O)C)O)C)OC(=O)C. Drug 2: C1=NC2=C(N1)C(=S)N=CN2. Cell line: TK-10. Synergy scores: CSS=42.0, Synergy_ZIP=-5.73, Synergy_Bliss=-4.88, Synergy_Loewe=-11.4, Synergy_HSA=-6.15.